Dataset: Full USPTO retrosynthesis dataset with 1.9M reactions from patents (1976-2016). Task: Predict the reactants needed to synthesize the given product. (1) Given the product [Cl:1][C:2]1[CH:3]=[C:4]([C@H:8]([O:38][CH2:39][CH2:40][O:41][C:52]([O:54][C:55]2[CH:56]=[CH:57][C:58]([N+:61]([O-:63])=[O:62])=[CH:59][CH:60]=2)=[O:53])[C@@H:9]2[CH2:14][CH2:13][CH2:12][N:11]([C:15]([NH:17][C@@H:18]([CH2:31][CH:32]3[CH2:33][CH2:34][CH2:35][CH2:36][CH2:37]3)[CH2:19][N:20]([CH3:30])[C:21](=[O:29])[O:22][CH2:23][CH2:24][Si:25]([CH3:27])([CH3:28])[CH3:26])=[O:16])[CH2:10]2)[CH:5]=[CH:6][CH:7]=1, predict the reactants needed to synthesize it. The reactants are: [Cl:1][C:2]1[CH:3]=[C:4]([C@H:8]([O:38][CH2:39][CH2:40][OH:41])[C@@H:9]2[CH2:14][CH2:13][CH2:12][N:11]([C:15]([NH:17][C@@H:18]([CH2:31][CH:32]3[CH2:37][CH2:36][CH2:35][CH2:34][CH2:33]3)[CH2:19][N:20]([CH3:30])[C:21](=[O:29])[O:22][CH2:23][CH2:24][Si:25]([CH3:28])([CH3:27])[CH3:26])=[O:16])[CH2:10]2)[CH:5]=[CH:6][CH:7]=1.CCN(C(C)C)C(C)C.Cl[C:52]([O:54][C:55]1[CH:60]=[CH:59][C:58]([N+:61]([O-:63])=[O:62])=[CH:57][CH:56]=1)=[O:53]. (2) Given the product [Br:11][C:12]1[CH:17]=[CH:16][C:15]([S:18]([NH:6][C@H:5]([C:4]([O:3][CH3:2])=[O:10])[CH:7]([CH3:9])[CH3:8])(=[O:20])=[O:19])=[CH:14][CH:13]=1, predict the reactants needed to synthesize it. The reactants are: Cl.[CH3:2][O:3][C:4](=[O:10])[C@H:5]([CH:7]([CH3:9])[CH3:8])[NH2:6].[Br:11][C:12]1[CH:17]=[CH:16][C:15]([S:18](Cl)(=[O:20])=[O:19])=[CH:14][CH:13]=1.C(N(CC)CC)C. (3) Given the product [Cl:35][C:27]1([C:20]2[CH:21]=[CH:22][CH:23]=[C:24]([O:25][CH3:26])[C:19]=2[O:18][CH3:17])[C:4]2[C:5](=[CH:6][CH:7]=[C:2]([Cl:1])[CH:3]=2)[NH:8][C:9]1=[O:11], predict the reactants needed to synthesize it. The reactants are: [Cl:1][C:2]1[CH:7]=[CH:6][C:5]([NH:8][C:9](=[O:11])[O-])=[CH:4][CH:3]=1.C([Li])(C)(C)C.[CH3:17][O:18][C:19]1[C:24]([O:25][CH3:26])=[CH:23][CH:22]=[CH:21][C:20]=1[C:27](=O)C(OCC)=O.[NH4+].[Cl-:35]. (4) The reactants are: C([O:5][C:6](=[O:18])[CH2:7][N:8]1[CH:12]=[C:11]([C:13]([O:15][CH2:16][CH3:17])=[O:14])[CH:10]=[N:9]1)(C)(C)C. Given the product [CH2:16]([O:15][C:13]([C:11]1[CH:10]=[N:9][N:8]([CH2:7][C:6]([OH:18])=[O:5])[CH:12]=1)=[O:14])[CH3:17], predict the reactants needed to synthesize it. (5) Given the product [O:1]1[C:5]2[CH:6]=[CH:7][CH:8]=[CH:9][C:4]=2[CH:3]=[C:2]1[C:10]([NH:12][C:13]1([C:19]([NH:21][CH:22]2[CH2:27][CH2:26][N:25]([C:28]3[CH:33]=[CH:32][CH:31]=[CH:30][C:29]=3[N:34]3[CH2:37][C:36]([CH3:38])([CH3:39])[C:35]3=[O:40])[CH2:24][C:23]2=[O:41])=[O:20])[CH2:18][CH2:17][CH2:16][CH2:15][CH2:14]1)=[O:11], predict the reactants needed to synthesize it. The reactants are: [O:1]1[C:5]2[CH:6]=[CH:7][CH:8]=[CH:9][C:4]=2[CH:3]=[C:2]1[C:10]([NH:12][C:13]1([C:19]([NH:21][CH:22]2[CH2:27][CH2:26][N:25]([C:28]3[CH:33]=[CH:32][CH:31]=[CH:30][C:29]=3[N:34]3[CH2:37][C:36]([CH3:39])([CH3:38])[C:35]3=[O:40])[CH2:24][CH:23]2[OH:41])=[O:20])[CH2:18][CH2:17][CH2:16][CH2:15][CH2:14]1)=[O:11].C(N(CC)CC)C. (6) Given the product [CH3:16][O:13][C:12]1[CH:14]=[CH:15][C:7]([CH:6]=[O:5])=[CH:8][C:9]=1[O:10][CH2:11][C:1]#[CH:2], predict the reactants needed to synthesize it. The reactants are: [CH2:1](Br)[C:2]#C.[O:5]=[CH:6][C:7]1[CH:15]=[CH:14][C:12]([OH:13])=[C:9]([O:10][CH3:11])[CH:8]=1.[C:16](=O)([O-])[O-].[K+].[K+]. (7) Given the product [Cl:9][C:6]1[N:5]=[CH:4][N:3]=[C:2]([NH:17][C:16]2[CH:18]=[CH:19][C:13]([O:12][C:11]([F:10])([F:20])[F:21])=[CH:14][CH:15]=2)[C:7]=1[CH3:8], predict the reactants needed to synthesize it. The reactants are: Cl[C:2]1[C:7]([CH3:8])=[C:6]([Cl:9])[N:5]=[CH:4][N:3]=1.[F:10][C:11]([F:21])([F:20])[O:12][C:13]1[CH:19]=[CH:18][C:16]([NH2:17])=[CH:15][CH:14]=1.CCN(C(C)C)C(C)C. (8) Given the product [CH2:1]([O:3][C:4]([C:6]1[CH:7]([C:13]2[CH:14]=[CH:15][C:16]([F:19])=[CH:17][CH:18]=2)[NH:8][C:9](=[O:12])[N:10]([CH3:20])[CH:11]=1)=[O:5])[CH3:2], predict the reactants needed to synthesize it. The reactants are: [CH2:1]([O:3][C:4]([C:6]1[CH:7]([C:13]2[CH:18]=[CH:17][C:16]([F:19])=[CH:15][CH:14]=2)[NH:8][C:9](=[O:12])[NH:10][CH:11]=1)=[O:5])[CH3:2].[CH3:20]I. (9) Given the product [CH3:9][C:10]1([C:12]2[N:17]=[C:16]([O:18][C:19]3[C:24]([CH3:25])=[CH:23][C:22]([CH3:26])=[CH:21][C:20]=3[CH3:27])[C:15]([C:28]([O:30][CH3:31])=[O:29])=[CH:14][CH:13]=2)[CH2:2][CH2:11]1, predict the reactants needed to synthesize it. The reactants are: [I-].[CH3:2][S+](C)(C)=O.[H-].[Na+].[CH2:9]=[C:10]([C:12]1[N:17]=[C:16]([O:18][C:19]2[C:24]([CH3:25])=[CH:23][C:22]([CH3:26])=[CH:21][C:20]=2[CH3:27])[C:15]([C:28]([O:30][CH3:31])=[O:29])=[CH:14][CH:13]=1)[CH3:11].